Dataset: Forward reaction prediction with 1.9M reactions from USPTO patents (1976-2016). Task: Predict the product of the given reaction. Given the reactants [O:1]1[CH:5]=[CH:4][C:3]([C:6]([O:8]CC)=O)=[CH:2]1.[Br-].S(=O)(=O)(O)O.[CH2:17](OCC)[CH3:18], predict the reaction product. The product is: [O:1]1[CH:5]=[CH:4][C:3]([C:6]2([OH:8])[CH2:18][CH2:17]2)=[CH:2]1.